Dataset: Retrosynthesis with 50K atom-mapped reactions and 10 reaction types from USPTO. Task: Predict the reactants needed to synthesize the given product. (1) The reactants are: C#CCN.Cc1cc(C)c(S(=O)(=O)Cl)cc1NS(=O)(=O)C(F)(F)F. Given the product C#CCNS(=O)(=O)c1cc(NS(=O)(=O)C(F)(F)F)c(C)cc1C, predict the reactants needed to synthesize it. (2) Given the product CC(C)(C)OC(=O)N1Cc2cc(Cl)cc(Cl)c2CC1C(=O)O, predict the reactants needed to synthesize it. The reactants are: CC(C)(C)OC(=O)OC(=O)OC(C)(C)C.O=C(O)C1Cc2c(Cl)cc(Cl)cc2CN1. (3) Given the product N#Cc1ccc(C(=O)N(Cc2ccccc2)[C@@H](COc2cccc(C#N)c2)CC(=O)OCc2ccccc2)cc1, predict the reactants needed to synthesize it. The reactants are: N#Cc1ccc(C(=O)Cl)cc1.N#Cc1cccc(OC[C@@H](CC(=O)OCc2ccccc2)NCc2ccccc2)c1. (4) Given the product Oc1ccc(-c2cnc(Nc3ccc(OCCN4CCCC4)cc3)s2)cc1, predict the reactants needed to synthesize it. The reactants are: COc1ccc(-c2cnc(Nc3ccc(OCCN4CCCC4)cc3)s2)cc1.